This data is from Forward reaction prediction with 1.9M reactions from USPTO patents (1976-2016). The task is: Predict the product of the given reaction. Given the reactants [NH2:1][C:2]1[C:3]([I:16])=[C:4]([C:13]([Cl:15])=[O:14])[C:5]([I:12])=[C:6]([C:10]=1[I:11])[C:7](Cl)=[O:8].C[CH:18]=[CH:19][CH2:20][NH2:21].[CH2:22]1COCC1, predict the reaction product. The product is: [CH2:20]([N:21]([CH3:22])[C:7]([C:6]1[C:5]([I:12])=[C:4]([C:3]([I:16])=[C:2]([NH2:1])[C:10]=1[I:11])[C:13]([Cl:15])=[O:14])=[O:8])[CH:19]=[CH2:18].